From a dataset of Full USPTO retrosynthesis dataset with 1.9M reactions from patents (1976-2016). Predict the reactants needed to synthesize the given product. (1) Given the product [CH2:31]([NH:38][C:39]([N:22]1[CH2:23][CH2:24][CH:19]([CH2:18][NH:17][C:15](=[O:16])[C:14]2[CH:13]=[CH:12][C:11]([C:9]3[O:10][C:6]4[C:5]([CH:28]([CH3:30])[CH3:29])=[CH:4][C:3]([C:1]#[N:2])=[CH:27][C:7]=4[N:8]=3)=[CH:26][CH:25]=2)[CH2:20][CH2:21]1)=[O:40])[C:32]1[CH:37]=[CH:36][CH:35]=[CH:34][CH:33]=1, predict the reactants needed to synthesize it. The reactants are: [C:1]([C:3]1[CH:4]=[C:5]([CH:28]([CH3:30])[CH3:29])[C:6]2[O:10][C:9]([C:11]3[CH:26]=[CH:25][C:14]([C:15]([NH:17][CH2:18][CH:19]4[CH2:24][CH2:23][NH:22][CH2:21][CH2:20]4)=[O:16])=[CH:13][CH:12]=3)=[N:8][C:7]=2[CH:27]=1)#[N:2].[CH2:31]([N:38]=[C:39]=[O:40])[C:32]1[CH:37]=[CH:36][CH:35]=[CH:34][CH:33]=1. (2) Given the product [CH3:10][O:9][C:7]1[CH:6]=[C:5]([C:11]([C:13]2[C@:14]3([CH3:27])[C@H:19]([C:18]([CH3:26])([CH3:25])[CH2:17][CH2:16][CH2:15]3)[CH2:20][C@@H:21]([OH:22])[C:23]=2[CH3:24])=[O:12])[CH:4]=[C:3]([O:2][CH3:1])[CH:8]=1, predict the reactants needed to synthesize it. The reactants are: [CH3:1][O:2][C:3]1[CH:4]=[C:5]([C:11]([C@H:13]2[C@@:23]3([CH3:24])[C@H:21]([O:22]3)[CH2:20][C@@H:19]3[C@:14]2([CH3:27])[CH2:15][CH2:16][CH2:17][C:18]3([CH3:26])[CH3:25])=[O:12])[CH:6]=[C:7]([O:9][CH3:10])[CH:8]=1.[OH-].[K+].[NH4+].[Cl-]. (3) The reactants are: O[N:2]=[C:3]([C:5]1[CH:14]=[CH:13][C:8]([C:9]([O:11][CH3:12])=[O:10])=[CH:7][C:6]=1[CH3:15])[CH3:4].[ClH:16]. Given the product [ClH:16].[NH2:2][CH:3]([C:5]1[CH:14]=[CH:13][C:8]([C:9]([O:11][CH3:12])=[O:10])=[CH:7][C:6]=1[CH3:15])[CH3:4], predict the reactants needed to synthesize it. (4) Given the product [Br:1][C:2]1[N:7]=[CH:6][C:5]([CH:9]=[O:10])=[C:4]([CH3:12])[CH:3]=1, predict the reactants needed to synthesize it. The reactants are: [Br:1][C:2]1[N:7]=[C:6](C)[C:5]([CH:9]=[O:10])=[CH:4][CH:3]=1.N[C:12]1C=C(C)C=CN=1.NC1C=CC=C(C)N=1. (5) Given the product [Cl:36][C:13]1[CH:14]=[C:15]2[C:10](=[CH:11][CH:12]=1)[CH:9]=[C:8]([CH2:7][C:6]([OH:37])=[O:5])[C:17]([CH3:18])=[C:16]2[C:19]1[CH:20]=[CH:21][C:22]([S:25](=[O:34])(=[O:35])[NH:26][C:27]2[CH:32]=[CH:31][C:30]([CH3:33])=[CH:29][CH:28]=2)=[CH:23][CH:24]=1, predict the reactants needed to synthesize it. The reactants are: O.[OH-].[Li+].C[O:5][C:6](=[O:37])[CH2:7][C:8]1[C:17]([CH3:18])=[C:16]([C:19]2[CH:24]=[CH:23][C:22]([S:25](=[O:35])(=[O:34])[NH:26][C:27]3[CH:32]=[CH:31][C:30]([CH3:33])=[CH:29][CH:28]=3)=[CH:21][CH:20]=2)[C:15]2[C:10](=[CH:11][CH:12]=[C:13]([Cl:36])[CH:14]=2)[CH:9]=1.C1COCC1.O. (6) Given the product [NH2:26][C:12]1[CH:13]=[C:14]([C:17]2[CH:22]=[CH:21][C:20]([O:23][CH3:24])=[C:19]([F:25])[CH:18]=2)[CH:15]=[CH:16][C:11]=1[C:9]([NH:8][C@H:7]([C:29]([O:31][CH3:32])=[O:30])[C@@H:6]([CH3:33])[O:5][C:2]([CH3:4])([CH3:3])[CH3:1])=[O:10], predict the reactants needed to synthesize it. The reactants are: [CH3:1][C:2]([O:5][C@H:6]([CH3:33])[C@@H:7]([C:29]([O:31][CH3:32])=[O:30])[NH:8][C:9]([C:11]1[CH:16]=[CH:15][C:14]([C:17]2[CH:22]=[CH:21][C:20]([O:23][CH3:24])=[C:19]([F:25])[CH:18]=2)=[CH:13][C:12]=1[N+:26]([O-])=O)=[O:10])([CH3:4])[CH3:3]. (7) Given the product [N:23]1[N:22]([C:17]2[CH:18]=[CH:19][CH:20]=[CH:21][C:16]=2[C:15]([NH:14][C@H:10]2[CH2:11][CH2:12][CH2:13][C@@H:9]2[NH:8][C:5]2[CH:4]=[C:3]([C:56]([F:59])([F:58])[F:57])[CH:2]=[CH:7][N:6]=2)=[O:27])[N:26]=[CH:25][CH:24]=1, predict the reactants needed to synthesize it. The reactants are: Br[C:2]1[CH:3]=[CH:4][C:5]([NH:8][C@H:9]2[CH2:13][CH2:12][CH2:11][C@@H:10]2[NH:14][C:15](=[O:27])[C:16]2[CH:21]=[CH:20][CH:19]=[CH:18][C:17]=2[N:22]2[N:26]=[CH:25][CH:24]=[N:23]2)=[N:6][CH:7]=1.Cl.N[C@H]1CCC[C@@H]1NC(=O)C1C=CC=CC=1N1N=CC=N1.BrC1C=C([C:56]([F:59])([F:58])[F:57])C=CN=1.